Dataset: NCI-60 drug combinations with 297,098 pairs across 59 cell lines. Task: Regression. Given two drug SMILES strings and cell line genomic features, predict the synergy score measuring deviation from expected non-interaction effect. Drug 1: CCC1(CC2CC(C3=C(CCN(C2)C1)C4=CC=CC=C4N3)(C5=C(C=C6C(=C5)C78CCN9C7C(C=CC9)(C(C(C8N6C)(C(=O)OC)O)OC(=O)C)CC)OC)C(=O)OC)O.OS(=O)(=O)O. Drug 2: C(CN)CNCCSP(=O)(O)O. Cell line: OVCAR-5. Synergy scores: CSS=0.771, Synergy_ZIP=6.91, Synergy_Bliss=2.50, Synergy_Loewe=0.116, Synergy_HSA=0.0145.